From a dataset of TCR-epitope binding with 47,182 pairs between 192 epitopes and 23,139 TCRs. Binary Classification. Given a T-cell receptor sequence (or CDR3 region) and an epitope sequence, predict whether binding occurs between them. (1) The epitope is HPVGEADYFEY. The TCR CDR3 sequence is CASSPVSSGNYEQYF. Result: 0 (the TCR does not bind to the epitope). (2) The epitope is QARQMVQAMRTIGTHP. The TCR CDR3 sequence is CASSLGGFEEQYF. Result: 1 (the TCR binds to the epitope). (3) The epitope is HTTDPSFLGRY. The TCR CDR3 sequence is CASSAPGLAGGPFPYEQYF. Result: 0 (the TCR does not bind to the epitope). (4) The epitope is RQLLFVVEV. The TCR CDR3 sequence is CASSLANGDTQYF. Result: 1 (the TCR binds to the epitope). (5) The epitope is RLRAEAQVK. The TCR CDR3 sequence is CASSNRGWGDTQYF. Result: 1 (the TCR binds to the epitope). (6) The epitope is MPASWVMRI. The TCR CDR3 sequence is CASSSPAGGYNEQFF. Result: 1 (the TCR binds to the epitope). (7) The epitope is KLGGALQAK. The TCR CDR3 sequence is CATAPAGYTDTQYF. Result: 0 (the TCR does not bind to the epitope).